Dataset: Forward reaction prediction with 1.9M reactions from USPTO patents (1976-2016). Task: Predict the product of the given reaction. (1) Given the reactants Br[C:2]1[CH:3]=[C:4]2[C:9](=[N:10][C:11]=1[CH:12]([O:15][CH3:16])[O:13][CH3:14])[N:8]([C:17]([NH:19][C:20]1[CH:25]=[CH:24][C:23]([C:26]#[N:27])=[CH:22][N:21]=1)=[O:18])[CH2:7][CH2:6][CH2:5]2.[CH:28]1(B(O)O)[CH2:30][CH2:29]1.C1(P(C2CCCCC2)C2CCCCC2)CCCCC1.[O-]P([O-])([O-])=O.[K+].[K+].[K+], predict the reaction product. The product is: [C:26]([C:23]1[CH:24]=[CH:25][C:20]([NH:19][C:17]([N:8]2[C:9]3[C:4](=[CH:3][C:2]([CH:28]4[CH2:30][CH2:29]4)=[C:11]([CH:12]([O:15][CH3:16])[O:13][CH3:14])[N:10]=3)[CH2:5][CH2:6][CH2:7]2)=[O:18])=[N:21][CH:22]=1)#[N:27]. (2) Given the reactants [Cl:1][C:2]1[CH:7]=[C:6]([CH3:8])[CH:5]=[C:4]([CH3:9])[C:3]=1[NH:10][C:11](=[O:17])[CH2:12][CH2:13][CH2:14][CH2:15]Cl.CC(C)([O-])C.[K+].[I-].[Na+], predict the reaction product. The product is: [Cl:1][C:2]1[CH:7]=[C:6]([CH3:8])[CH:5]=[C:4]([CH3:9])[C:3]=1[N:10]1[CH2:15][CH2:14][CH2:13][CH2:12][C:11]1=[O:17]. (3) Given the reactants CN(C=O)C.[OH:6][CH2:7][CH2:8][N:9]1[CH2:13][CH2:12][CH2:11][CH2:10]1.[H-].[Na+].Cl[C:17]1[CH:22]=[CH:21][C:20]([N+:23]([O-])=O)=[CH:19][N:18]=1, predict the reaction product. The product is: [NH2:23][C:20]1[CH:21]=[CH:22][C:17]([O:6][CH2:7][CH2:8][N:9]2[CH2:13][CH2:12][CH2:11][CH2:10]2)=[N:18][CH:19]=1. (4) Given the reactants FC(F)(F)S(O[C:7]1[C:16]2[CH2:15][CH2:14][CH2:13][CH2:12][C:11]=2[N:10]=[C:9]([O:17][CH2:18][C:19]2[CH:24]=[CH:23][CH:22]=[CH:21][N:20]=2)[CH:8]=1)(=O)=O.[Cl:27][C:28]1[CH:33]=[CH:32][N:31]=[CH:30][C:29]=1[Sn](CCCC)(CCCC)CCCC.[Li+].[Cl-].CN(C=O)C, predict the reaction product. The product is: [Cl:27][C:28]1[CH:33]=[CH:32][N:31]=[CH:30][C:29]=1[C:7]1[C:16]2[CH2:15][CH2:14][CH2:13][CH2:12][C:11]=2[N:10]=[C:9]([O:17][CH2:18][C:19]2[CH:24]=[CH:23][CH:22]=[CH:21][N:20]=2)[CH:8]=1. (5) The product is: [CH3:1][C:2]1([CH2:10][CH2:11][CH3:12])[CH2:7][CH2:6][CH2:5][CH2:4][C:3]1=[O:8]. Given the reactants [CH3:1][CH:2]1[CH2:7][CH2:6][CH2:5][CH2:4][C:3]1=[O:8].I[CH2:10][CH2:11][CH3:12].CC1(C)CCCCC1=O, predict the reaction product. (6) Given the reactants [CH3:1][O:2][C:3](=[O:18])[C@@H:4]([O:15][CH2:16][CH3:17])[CH2:5][C:6]1[CH:11]=[CH:10][C:9]([OH:12])=[CH:8][C:7]=1[O:13][CH3:14].Cl[CH2:20][C:21]1[N:22]=[C:23]([C:27]2[CH:32]=[CH:31][CH:30]=[CH:29][CH:28]=2)[O:24][C:25]=1[CH3:26].C(=O)([O-])[O-].[Cs+].[Cs+].[I-].[K+], predict the reaction product. The product is: [CH3:1][O:2][C:3](=[O:18])[C@@H:4]([O:15][CH2:16][CH3:17])[CH2:5][C:6]1[CH:11]=[CH:10][C:9]([O:12][CH2:20][C:21]2[N:22]=[C:23]([C:27]3[CH:32]=[CH:31][CH:30]=[CH:29][CH:28]=3)[O:24][C:25]=2[CH3:26])=[CH:8][C:7]=1[O:13][CH3:14]. (7) Given the reactants C1(P(C2C=CC=CC=2)C2C=CC=CC=2)C=CC=CC=1.[C:20]([Br:24])(Br)(Br)[Br:21].[CH:25]1([N:28]2[CH2:37][C:36]([CH3:39])([CH3:38])[C:35]3[C:30](=[CH:31][CH:32]=[C:33]([CH:40]=O)[CH:34]=3)[CH2:29]2)[CH2:27][CH2:26]1.C(OCC)(=O)C, predict the reaction product. The product is: [Br:21][C:20]([Br:24])=[CH:40][C:33]1[CH:34]=[C:35]2[C:30](=[CH:31][CH:32]=1)[CH2:29][N:28]([CH:25]1[CH2:26][CH2:27]1)[CH2:37][C:36]2([CH3:39])[CH3:38]. (8) Given the reactants [CH3:1][N:2]1[C:7]2=[CH:8][S:9][C:10](C)=[C:6]2[C:5](=[O:12])[N:4]([CH3:13])[C:3]1=[O:14].[F:15][C:16]([F:31])([F:30])[O:17][C:18]1[CH:19]=[C:20]([C:24]2[N:25]=[C:26]([NH2:29])[S:27][CH:28]=2)[CH:21]=[CH:22][CH:23]=1.CCN=C=NC[CH2:38][CH2:39]N(C)C.Cl.C1C=CC2N([OH:53])N=NC=2C=1, predict the reaction product. The product is: [CH3:1][N:2]1[C:10]2[S:9][CH:8]=[C:7]([CH2:38][C:39]([NH:29][C:26]3[S:27][CH:28]=[C:24]([C:20]4[CH:21]=[CH:22][CH:23]=[C:18]([O:17][C:16]([F:15])([F:30])[F:31])[CH:19]=4)[N:25]=3)=[O:53])[C:6]=2[C:5](=[O:12])[N:4]([CH3:13])[C:3]1=[O:14].